Dataset: Forward reaction prediction with 1.9M reactions from USPTO patents (1976-2016). Task: Predict the product of the given reaction. (1) Given the reactants C([Sn](CCCC)(CCCC)[C:6]1[CH:7]=[C:8]2[CH:28]=[CH:27][CH:26]=[CH:25][C:9]2=[C:10]2[C:18]=1[C:17]1[C:12](=[CH:13][CH:14]=[CH:15][CH:16]=1)[CH:11]2[C:19]1[CH:24]=[CH:23][CH:22]=[CH:21][CH:20]=1)CCC.[I:37]I, predict the reaction product. The product is: [I:37][C:6]1[CH:7]=[C:8]2[CH:28]=[CH:27][CH:26]=[CH:25][C:9]2=[C:10]2[C:18]=1[C:17]1[C:12](=[CH:13][CH:14]=[CH:15][CH:16]=1)[CH:11]2[C:19]1[CH:24]=[CH:23][CH:22]=[CH:21][CH:20]=1. (2) Given the reactants [C:1]([O:5][C:6]([N:8]1[CH2:13][C@@H:12]([O:14][CH2:15][C@H:16]2[CH2:18][O:17]2)[C@H:11]([C:19]2[CH:24]=[CH:23][C:22]([O:25][CH2:26][CH2:27][CH2:28][O:29][C:30]3[CH:35]=[CH:34][CH:33]=[CH:32][C:31]=3[N+:36]([O-:38])=[O:37])=[CH:21][CH:20]=2)[C@@H:10]([O:39][CH2:40][C:41]2[CH:50]=[C:49]([O:51][CH3:52])[C:48]3[C:43](=[CH:44][CH:45]=[CH:46][CH:47]=3)[CH:42]=2)[CH2:9]1)=[O:7])([CH3:4])([CH3:3])[CH3:2].[NH:53]1[CH:57]=[N:56][CH:55]=[N:54]1.[H-].[Na+], predict the reaction product. The product is: [C:1]([O:5][C:6]([N:8]1[CH2:9][C@H:10]([O:39][CH2:40][C:41]2[CH:50]=[C:49]([O:51][CH3:52])[C:48]3[C:43](=[CH:44][CH:45]=[CH:46][CH:47]=3)[CH:42]=2)[C@@H:11]([C:19]2[CH:24]=[CH:23][C:22]([O:25][CH2:26][CH2:27][CH2:28][O:29][C:30]3[CH:35]=[CH:34][CH:33]=[CH:32][C:31]=3[N+:36]([O-:38])=[O:37])=[CH:21][CH:20]=2)[C@H:12]([O:14][CH2:15][C@H:16]([OH:17])[CH2:18][N:53]2[CH:57]=[N:56][CH:55]=[N:54]2)[CH2:13]1)=[O:7])([CH3:2])([CH3:3])[CH3:4]. (3) Given the reactants C[O:2][CH:3](OC)[C:4]1[CH:5]=[C:6]([CH:28]=[CH:29][C:30]=1[B:31]1[O:35]C(C)(C)C(C)(C)[O:32]1)[C:7]([NH:9][N:10]([C:18](=[O:27])[C:19]1[CH:24]=[C:23]([CH3:25])[CH:22]=[C:21]([CH3:26])[CH:20]=1)[C@H:11]([CH2:16][CH3:17])[C:12]([CH3:15])([CH3:14])[CH3:13])=[O:8].C1(C)C(S([O-])(=O)=O)=CC=CC=1.[NH+]1C=CC=CC=1, predict the reaction product. The product is: [CH3:25][C:23]1[CH:24]=[C:19]([CH:20]=[C:21]([CH3:26])[CH:22]=1)[C:18]([N:10]([C@H:11]([CH2:16][CH3:17])[C:12]([CH3:15])([CH3:13])[CH3:14])[NH:9][C:7]([C:6]1[CH:28]=[CH:29][C:30]([B:31]([OH:35])[OH:32])=[C:4]([CH:3]=[O:2])[CH:5]=1)=[O:8])=[O:27].